From a dataset of Experimentally validated miRNA-target interactions with 360,000+ pairs, plus equal number of negative samples. Binary Classification. Given a miRNA mature sequence and a target amino acid sequence, predict their likelihood of interaction. The miRNA is hsa-miR-2115-5p with sequence AGCUUCCAUGACUCCUGAUGGA. The protein sequence of the target gene is MNSSDEEKQLQLITSLKEQAIGEYEDLRAENQKTKEKCDKIRQERDEAVKKLEEFQKISHMVIEEVNFMQNHLEIEKTCRESAEALATKLNKENKTLKRISMLYMAKLGPDVITEEINIDDEDSTTDTDGAAETCVSVQCQKQIKELRDQIVSVQEEKKILAIELENLKSKLVEVIEEVNKVKQEKTVLNSEVLEQRKVLEKCNRVSMLAVEEYEEMQVNLELEKDLRKKAESFAQEMFIEQNKLKRQSHLLLQSSIPDQQLLKALDENAKLTQQLEEERIQHQQKVKELEEQLENETLH.... Result: 0 (no interaction).